Dataset: Reaction yield outcomes from USPTO patents with 853,638 reactions. Task: Predict the reaction yield, written as a fraction of the theoretical maximum amount of product (1.0 means a 100% yield; for example, 0.34 means a 34% yield). (1) The product is [ClH:25].[ClH:33].[NH2:1][C@H:2]1[CH2:7][CH2:6][C@H:5]([NH:8][C:9]2[C:18]3[C:13](=[CH:14][CH:15]=[C:16]([C:19]4[CH:20]=[C:21]([Cl:27])[C:22]([OH:26])=[C:23]([Cl:25])[CH:24]=4)[CH:17]=3)[N:12]=[CH:11][C:10]=2[C:28](=[O:32])[CH:29]([CH3:30])[CH3:31])[CH2:4][CH2:3]1. The reactants are [NH2:1][C@H:2]1[CH2:7][CH2:6][C@H:5]([NH:8][C:9]2[C:18]3[C:13](=[CH:14][CH:15]=[C:16]([C:19]4[CH:24]=[C:23]([Cl:25])[C:22]([OH:26])=[C:21]([Cl:27])[CH:20]=4)[CH:17]=3)[N:12]=[CH:11][C:10]=2[C:28](=[O:32])[CH:29]([CH3:31])[CH3:30])[CH2:4][CH2:3]1.[ClH:33]. The catalyst is C1COCC1. The yield is 0.920. (2) The reactants are ClC1N=C(NNCC#C)N=C(NNCCC)N=1.[CH:18]1([NH2:21])[CH2:20][CH2:19]1.CN(C)[C:24]1[N:29]=[C:28]([NH:30][CH2:31][CH2:32][CH3:33])[N:27]=[C:26]([NH:34][CH2:35][C:36]#[CH:37])[N:25]=1. No catalyst specified. The product is [CH:18]1([NH:21][C:24]2[N:25]=[C:26]([NH:34][CH2:35][CH2:36][CH3:37])[N:27]=[C:28]([NH:30][CH2:31][C:32]#[CH:33])[N:29]=2)[CH2:20][CH2:19]1. The yield is 0.940.